Predict the product of the given reaction. From a dataset of Forward reaction prediction with 1.9M reactions from USPTO patents (1976-2016). (1) Given the reactants [C:1]([O:9][CH:10]([C@@H:13]1[CH2:17][C@@H:16](OC(OC2C=CC=CC=2)=S)[C@H:15]([N:28]2[C:32]3[N:33]=[C:34]([NH2:38])[NH:35][C:36](=[O:37])[C:31]=3[S:30][C:29]2=[O:39])[O:14]1)[CH2:11][CH3:12])(=[O:8])[C:2]1[CH:7]=[CH:6][CH:5]=[CH:4][CH:3]=1.N(C(C)(C)C#N)=N[C:42](C)([CH3:45])[C:43]#N.C([Sn](CCCC)(CCCC)CCCC)C=C, predict the reaction product. The product is: [C:1]([O:9][CH:10]([C@@H:13]1[CH2:17][C@@H:16]([CH2:45][CH:42]=[CH2:43])[C@H:15]([N:28]2[C:32]3[N:33]=[C:34]([NH2:38])[NH:35][C:36](=[O:37])[C:31]=3[S:30][C:29]2=[O:39])[O:14]1)[CH2:11][CH3:12])(=[O:8])[C:2]1[CH:3]=[CH:4][CH:5]=[CH:6][CH:7]=1. (2) Given the reactants C[O:2][C:3](=[O:32])[CH2:4][O:5][C:6]1[CH:15]=[CH:14][C:13]2[C:8](=[CH:9][CH:10]=[C:11]([NH:16][C:17]([C:19]3[C:23]4[CH:24]=[CH:25][CH:26]=[CH:27][C:22]=4[O:21][C:20]=3[CH2:28][CH2:29][CH2:30][CH3:31])=[O:18])[CH:12]=2)[CH:7]=1.[OH-].[Na+:34], predict the reaction product. The product is: [Na+:34].[CH2:28]([C:20]1[O:21][C:22]2[CH:27]=[CH:26][CH:25]=[CH:24][C:23]=2[C:19]=1[C:17]([NH:16][C:11]1[CH:12]=[C:13]2[C:8](=[CH:9][CH:10]=1)[CH:7]=[C:6]([O:5][CH2:4][C:3]([O-:32])=[O:2])[CH:15]=[CH:14]2)=[O:18])[CH2:29][CH2:30][CH3:31]. (3) Given the reactants [OH:1][C:2]1[CH:11]=[CH:10][C:9](I)=[CH:8][C:3]=1[C:4]([O:6][CH3:7])=[O:5].C(=O)([O-])[O-].[Na+].[Na+].[CH3:19][C:20]1[CH:21]=[C:22]([NH:35][C:36]2[N:41]=[C:40]([C:42]([F:45])([F:44])[F:43])[CH:39]=[CH:38][N:37]=2)[CH:23]=[C:24](B2OC(C)(C)C(C)(C)O2)[CH:25]=1.C(OCC)(=O)C, predict the reaction product. The product is: [OH:1][C:2]1[CH:11]=[CH:10][C:9]([C:24]2[CH:23]=[C:22]([NH:35][C:36]3[N:41]=[C:40]([C:42]([F:45])([F:44])[F:43])[CH:39]=[CH:38][N:37]=3)[CH:21]=[C:20]([CH3:19])[CH:25]=2)=[CH:8][C:3]=1[C:4]([O:6][CH3:7])=[O:5]. (4) Given the reactants [OH:1][C:2]([C:5]([CH3:11])([CH:9]=[CH2:10])[C:6]([OH:8])=[O:7])([CH3:4])[CH3:3].N1C(C)=CC=CC=1C.[C:20]([Si:24]([CH3:27])([CH3:26])Cl)([CH3:23])([CH3:22])[CH3:21], predict the reaction product. The product is: [C:20]([Si:24]([CH3:27])([CH3:26])[O:1][C:2]([C:5]([CH3:11])([CH:9]=[CH2:10])[C:6]([OH:8])=[O:7])([CH3:4])[CH3:3])([CH3:23])([CH3:22])[CH3:21]. (5) Given the reactants [Cl:1][C:2]1[C:3]([F:29])=[C:4]([CH:26]=[CH:27][CH:28]=1)[NH:5][C:6]1[C:15]2[C:10](=[CH:11][C:12]([O:24]C)=[C:13]([CH2:16][N:17]([CH3:23])[C@@H:18]([C:20]([NH2:22])=[O:21])[CH3:19])[CH:14]=2)[N:9]=[CH:8][N:7]=1.[I-].[Li+], predict the reaction product. The product is: [Cl:1][C:2]1[C:3]([F:29])=[C:4]([NH:5][C:6]2[C:15]3[C:10](=[CH:11][C:12]([OH:24])=[C:13]([CH2:16][N:17]([CH3:23])[C@@H:18]([C:20]([NH2:22])=[O:21])[CH3:19])[CH:14]=3)[N:9]=[CH:8][N:7]=2)[CH:26]=[CH:27][CH:28]=1. (6) Given the reactants [C:1]1([CH2:7][CH:8]=O)[CH:6]=[CH:5][CH:4]=[CH:3][CH:2]=1.[Cl:10][C:11]1[CH:16]=[CH:15][C:14]([CH:17]([C:35]2[CH:40]=[CH:39][C:38]([Cl:41])=[CH:37][CH:36]=2)[C:18]2[CH:19]=[C:20]3[C:25](=[CH:26][CH:27]=2)[N:24]=[N:23][CH:22]=[C:21]3[NH:28][CH:29]2[CH2:34][CH2:33][NH:32][CH2:31][CH2:30]2)=[CH:13][CH:12]=1.CC(O)=O.[BH3-]C#N.[Na+], predict the reaction product. The product is: [Cl:10][C:11]1[CH:16]=[CH:15][C:14]([CH:17]([C:35]2[CH:36]=[CH:37][C:38]([Cl:41])=[CH:39][CH:40]=2)[C:18]2[CH:19]=[C:20]3[C:25](=[CH:26][CH:27]=2)[N:24]=[N:23][CH:22]=[C:21]3[NH:28][CH:29]2[CH2:30][CH2:31][N:32]([CH2:8][CH2:7][C:1]3[CH:6]=[CH:5][CH:4]=[CH:3][CH:2]=3)[CH2:33][CH2:34]2)=[CH:13][CH:12]=1. (7) Given the reactants [Cl:1][C:2]1[CH:3]=[C:4]([C:10]2[CH2:14][C:13]([C:19]3[CH:24]=[C:23]([Cl:25])[CH:22]=[C:21]([Cl:26])[CH:20]=3)([C:15]([F:18])([F:17])[F:16])[O:12][N:11]=2)[CH:5]=[N:6][C:7]=1[C:8]#[N:9], predict the reaction product. The product is: [NH2:9][CH2:8][C:7]1[N:6]=[CH:5][C:4]([C:10]2[CH2:14][C:13]([C:19]3[CH:24]=[C:23]([Cl:25])[CH:22]=[C:21]([Cl:26])[CH:20]=3)([C:15]([F:18])([F:17])[F:16])[O:12][N:11]=2)=[CH:3][C:2]=1[Cl:1]. (8) Given the reactants Cl[C:2]1[C:3]([CH3:18])=[C:4]([CH3:17])[C:5]2[N:6]([C:8]([NH:11][CH2:12][C:13]([F:16])([F:15])[F:14])=[N:9][N:10]=2)[N:7]=1.[O-:19][CH2:20][CH3:21].[Na+].O, predict the reaction product. The product is: [CH2:20]([O:19][C:2]1[C:3]([CH3:18])=[C:4]([CH3:17])[C:5]2[N:6]([C:8]([NH:11][CH2:12][C:13]([F:16])([F:15])[F:14])=[N:9][N:10]=2)[N:7]=1)[CH3:21]. (9) Given the reactants [CH2:1]([C:3]1[CH:8]=[CH:7][C:6]([NH:9][C:10](=[O:39])[O:11][CH2:12][C:13]2([C:30](=[O:38])[NH:31][CH2:32][C:33]3[NH:34][CH:35]=[CH:36][N:37]=3)[CH2:18][CH2:17][N:16]([C:19](=[O:29])[CH2:20][NH:21]C(OC(C)(C)C)=O)[CH2:15][CH2:14]2)=[CH:5][CH:4]=1)[CH3:2].[ClH:40], predict the reaction product. The product is: [CH2:1]([C:3]1[CH:4]=[CH:5][C:6]([NH:9][C:10](=[O:39])[O:11][CH2:12][C:13]2([C:30](=[O:38])[NH:31][CH2:32][C:33]3[NH:37][CH:36]=[CH:35][N:34]=3)[CH2:14][CH2:15][N:16]([C:19](=[O:29])[CH2:20][NH2:21])[CH2:17][CH2:18]2)=[CH:7][CH:8]=1)[CH3:2].[ClH:40].